Predict the reaction yield, written as a fraction of the theoretical maximum amount of product (1.0 means a 100% yield; for example, 0.34 means a 34% yield). From a dataset of Reaction yield outcomes from USPTO patents with 853,638 reactions. (1) The reactants are Br[C:2]1[C:3]([C:12]([O:14]C)=[O:13])=[CH:4][C:5]2[O:10][CH2:9][CH2:8][O:7][C:6]=2[CH:11]=1.[CH3:16][O-:17].[Na+]. The catalyst is CN(C=O)C.O. The product is [CH3:16][O:17][C:2]1[C:3]([C:12]([OH:14])=[O:13])=[CH:4][C:5]2[O:10][CH2:9][CH2:8][O:7][C:6]=2[CH:11]=1. The yield is 0.570. (2) The reactants are [C:1]([O:4][C:5](=O)[CH3:6])(=[O:3])[CH3:2].OCC[N:11]([CH2:15][CH2:16][C:17]([O:19][CH3:20])=[O:18])[CH2:12][CH2:13][OH:14].C(N(CC)CC)C.C1C[O:31][CH2:30][CH2:29]1. The catalyst is CN(C)C1C=CN=CC=1.O. The product is [C:30]([O:14][CH2:13][CH2:12][N:11]([CH2:15][CH2:16][C:17]([O:19][CH3:20])=[O:18])[CH2:6][CH2:5][O:4][C:1](=[O:3])[CH3:2])(=[O:31])[CH3:29]. The yield is 0.990. (3) The reactants are [F:1][C:2]1[CH:7]=[C:6]([O:8][CH3:9])[CH:5]=[CH:4][C:3]=1[C:10]1[C:19]2[C:14](=[CH:15][C:16]([C:20]([CH3:22])=[CH2:21])=[CH:17][CH:18]=2)[N:13]=[C:12]([C:23]([O:25][CH3:26])=[O:24])[CH:11]=1.B1C2CCCC1CCC2.Br[C:37]1[CH:38]=[N:39][C:40]([CH3:43])=[N:41][CH:42]=1.C(P(C12CC3CC(CC(C3)C1)C2)C12CC3CC(CC(C3)C1)C2)CCC.C(=O)([O-])[O-].[K+].[K+]. The catalyst is C1COCC1.[Cl-].[Na+].O.C1C=CC(/C=C/C(/C=C/C2C=CC=CC=2)=O)=CC=1.C1C=CC(/C=C/C(/C=C/C2C=CC=CC=2)=O)=CC=1.C1C=CC(/C=C/C(/C=C/C2C=CC=CC=2)=O)=CC=1.[Pd].[Pd].CCOC(C)=O.O. The product is [F:1][C:2]1[CH:7]=[C:6]([O:8][CH3:9])[CH:5]=[CH:4][C:3]=1[C:10]1[C:19]2[C:14](=[CH:15][C:16]([CH:20]([CH3:22])[CH2:21][C:37]3[CH:38]=[N:39][C:40]([CH3:43])=[N:41][CH:42]=3)=[CH:17][CH:18]=2)[N:13]=[C:12]([C:23]([O:25][CH3:26])=[O:24])[CH:11]=1. The yield is 0.176.